This data is from hERG Central: cardiac toxicity at 1µM, 10µM, and general inhibition. The task is: Predict hERG channel inhibition at various concentrations. (1) The molecule is CCN(CC)CCCn1c2c(c(SCC(=O)Nc3cccc4ccccc34)nc1=O)CCC2. Results: hERG_inhib (hERG inhibition (general)): blocker. (2) Results: hERG_inhib (hERG inhibition (general)): blocker. The compound is O=C(Nc1ccccc1)c1cccc(S(=O)(=O)Oc2ccc([N+](=O)[O-])cc2)c1.